The task is: Regression. Given a peptide amino acid sequence and an MHC pseudo amino acid sequence, predict their binding affinity value. This is MHC class II binding data.. This data is from Peptide-MHC class II binding affinity with 134,281 pairs from IEDB. The peptide sequence is GLNITGVTCGPGHGI. The MHC is DRB3_0101 with pseudo-sequence DRB3_0101. The binding affinity (normalized) is 0.